From a dataset of Catalyst prediction with 721,799 reactions and 888 catalyst types from USPTO. Predict which catalyst facilitates the given reaction. (1) Reactant: [OH:1][C:2]1[CH:7]=[CH:6][C:5]([CH:8]([NH2:11])[CH2:9][CH3:10])=[CH:4][CH:3]=1.Cl.OC1C=CC(C(N)CC)=CC=1.[CH:24]1[N:29]=[C:28](Cl)[C:27]2[N:31]=[CH:32][N:33]([C@@H:34]3[O:38][C@H:37]([CH2:39][OH:40])[C@@H:36]([OH:41])[C@H:35]3[OH:42])[C:26]=2[N:25]=1.C(N(CC)CC)C. Product: [OH:1][C:2]1[CH:3]=[CH:4][C:5]([CH:8]([NH:11][C:28]2[C:27]3[N:31]=[CH:32][N:33]([C:26]=3[N:25]=[CH:24][N:29]=2)[C@@H:34]2[O:38][C@H:37]([CH2:39][OH:40])[C@@H:36]([OH:41])[C@H:35]2[OH:42])[CH2:9][CH3:10])=[CH:6][CH:7]=1. The catalyst class is: 259. (2) Reactant: N(C(OCC)=O)=NC(OCC)=O.[OH:13][CH2:14][CH2:15][CH2:16][N:17]1[CH:21]=[CH:20][N:19]=[CH:18]1.[Cl:22][C:23]1[CH:42]=[CH:41][C:26]([NH:27][C:28]2[C:37]3[C:32](=[CH:33][C:34](O)=[C:35]([O:38][CH3:39])[CH:36]=3)[N:31]=[CH:30][N:29]=2)=[C:25]([F:43])[CH:24]=1.C1(P(C2C=CC=CC=2)C2C=CC=CC=2)C=CC=CC=1. Product: [ClH:22].[Cl:22][C:23]1[CH:42]=[CH:41][C:26]([NH:27][C:28]2[C:37]3[C:32](=[CH:33][C:34]([O:13][CH2:14][CH2:15][CH2:16][N:17]4[CH:21]=[CH:20][N:19]=[CH:18]4)=[C:35]([O:38][CH3:39])[CH:36]=3)[N:31]=[CH:30][N:29]=2)=[C:25]([F:43])[CH:24]=1. The catalyst class is: 2. (3) Reactant: [Cl:1][C:2]1[CH:3]=[C:4]([F:31])[C:5]([N:8]2[CH2:13][CH2:12][CH:11]([N:14]3[CH2:18][CH2:17][C@H:16]([O:19][C:20]4[CH:28]=[CH:27][C:23]([C:24]([OH:26])=O)=[CH:22][C:21]=4[F:29])[C:15]3=[O:30])[CH2:10][CH2:9]2)=[N:6][CH:7]=1.CN(C(ON1N=NC2C=CC=NC1=2)=[N+](C)C)C.F[P-](F)(F)(F)(F)F.C(N(C(C)C)C(C)C)C.[CH3:65][NH:66][CH2:67][CH2:68][OH:69]. Product: [Cl:1][C:2]1[CH:3]=[C:4]([F:31])[C:5]([N:8]2[CH2:9][CH2:10][CH:11]([N:14]3[CH2:18][CH2:17][C@H:16]([O:19][C:20]4[CH:28]=[CH:27][C:23]([C:24]([N:66]([CH2:67][CH2:68][OH:69])[CH3:65])=[O:26])=[CH:22][C:21]=4[F:29])[C:15]3=[O:30])[CH2:12][CH2:13]2)=[N:6][CH:7]=1. The catalyst class is: 31. (4) Reactant: [C:1]([OH:13])(=[O:12])[CH2:2][C:3]([CH2:8][C:9]([OH:11])=[O:10])([C:5]([OH:7])=[O:6])[OH:4]. Product: [C:1]([OH:13])(=[O:12])[CH2:2][C:3]([CH2:8][C:9]([OH:11])=[O:10])([C:5]([O-:7])=[O:6])[OH:4].[C:1]([OH:13])(=[O:12])[CH2:2][C:3]([CH2:8][C:9]([O-:11])=[O:10])([C:5]([O-:7])=[O:6])[OH:4].[C:1]([O-:13])(=[O:12])[CH2:2][C:3]([CH2:8][C:9]([O-:11])=[O:10])([C:5]([O-:7])=[O:6])[OH:4]. The catalyst class is: 6. (5) Reactant: C(OC(=O)[NH:7][CH2:8][CH2:9][C:10]#[C:11][C:12]1[CH:17]=[CH:16][C:15]([C:18](=[O:21])[NH:19][CH3:20])=[C:14]([NH:22][CH2:23][CH3:24])[N:13]=1)(C)(C)C.C(O)(C(F)(F)F)=O. Product: [NH2:7][CH2:8][CH2:9][C:10]#[C:11][C:12]1[CH:17]=[CH:16][C:15]([C:18]([NH:19][CH3:20])=[O:21])=[C:14]([NH:22][CH2:23][CH3:24])[N:13]=1. The catalyst class is: 2. (6) Reactant: [OH:1][CH:2]([C:7]1[CH:16]=[CH:15][C:14]2[C:9](=[CH:10][CH:11]=[CH:12][CH:13]=2)[CH:8]=1)[C:3]([O:5][CH3:6])=[O:4].[H-].[Na+].CI.[C:21](OCC)(=O)C. Product: [CH3:21][O:1][CH:2]([C:7]1[CH:16]=[CH:15][C:14]2[C:9](=[CH:10][CH:11]=[CH:12][CH:13]=2)[CH:8]=1)[C:3]([O:5][CH3:6])=[O:4]. The catalyst class is: 3. (7) Reactant: [NH2:1][C@H:2]([C:7]([O-:9])=[O:8])[CH2:3][C:4]([O-:6])=[O:5].[Na+:10].[Na+].N[C@H:13]([C:18]([OH:20])=O)[CH2:14][C:15](=[O:17])[NH2:16].C1(=O)NC(=O)CC1. Product: [NH2:1][C@H:2]([C:7]([O-:9])=[O:8])[CH2:3][C:4]([O-:6])=[O:5].[Na+:10].[Na+:10].[C:18]1(=[O:20])[NH:16][C:15](=[O:17])[CH2:14][CH2:13]1. The catalyst class is: 6. (8) Reactant: Cl.C([SiH2][O:7][C:8](C1C=CC=CC=1)(C1C=CC=CC=1)[C:9]1[N:10]=[CH:11][C:12]2[N:13]([C:15]([C:19]3[C:20](=[O:34])[NH:21][C:22](=[O:33])[C:23]=3[C:24]3[C:32]4[C:27](=[CH:28][CH:29]=[CH:30][CH:31]=4)[NH:26][CH:25]=3)=[C:16]([CH3:18])[N:17]=2)[CH:14]=1)(C)(C)C. Product: [OH:7][CH2:8][C:9]1[N:10]=[CH:11][C:12]2[N:13]([C:15]([C:19]3[C:20](=[O:34])[NH:21][C:22](=[O:33])[C:23]=3[C:24]3[C:32]4[C:27](=[CH:28][CH:29]=[CH:30][CH:31]=4)[NH:26][CH:25]=3)=[C:16]([CH3:18])[N:17]=2)[CH:14]=1. The catalyst class is: 12. (9) The catalyst class is: 608. Product: [CH3:1][C:2]1[CH:7]=[CH:6][C:5]([S:8]([O:11][CH2:12][CH:13]2[CH2:17][C:16]3[CH:18]=[C:19]([F:23])[CH:20]=[C:21]([C:24]4[CH:29]=[CH:28][CH:27]=[CH:26][CH:25]=4)[C:15]=3[O:14]2)(=[O:10])=[O:9])=[CH:4][CH:3]=1. Reactant: [CH3:1][C:2]1[CH:7]=[CH:6][C:5]([S:8]([O:11][CH2:12][CH:13]2[CH2:17][C:16]3[CH:18]=[C:19]([F:23])[CH:20]=[C:21](Br)[C:15]=3[O:14]2)(=[O:10])=[O:9])=[CH:4][CH:3]=1.[C:24]1(B(O)O)[CH:29]=[CH:28][CH:27]=[CH:26][CH:25]=1.C(=O)([O-])[O-].[K+].[K+]. (10) Reactant: [Si:1]([O:8][CH:9]1[CH2:14][CH2:13][N:12]([C:15]([C:28]2[CH:33]=[CH:32][CH:31]=[CH:30][CH:29]=2)([C:22]2[CH:27]=[CH:26][CH:25]=[CH:24][CH:23]=2)[C:16]2[CH:21]=[CH:20][CH:19]=[CH:18][CH:17]=2)[CH2:11]/[C:10]/1=[CH:34]\[CH:35]=[O:36])([C:4]([CH3:7])([CH3:6])[CH3:5])([CH3:3])[CH3:2].C1(C)C=CC(S([CH2:46][N+:47]#[C-:48])(=O)=O)=CC=1.C(=O)([O-])[O-].[K+].[K+].O. Product: [Si:1]([O:8][CH:9]1[CH2:14][CH2:13][N:12]([C:15]([C:22]2[CH:23]=[CH:24][CH:25]=[CH:26][CH:27]=2)([C:28]2[CH:29]=[CH:30][CH:31]=[CH:32][CH:33]=2)[C:16]2[CH:17]=[CH:18][CH:19]=[CH:20][CH:21]=2)[CH2:11]/[C:10]/1=[CH:34]\[C:35]1[O:36][CH:48]=[N:47][CH:46]=1)([C:4]([CH3:7])([CH3:6])[CH3:5])([CH3:3])[CH3:2]. The catalyst class is: 5.